Dataset: Reaction yield outcomes from USPTO patents with 853,638 reactions. Task: Predict the reaction yield, written as a fraction of the theoretical maximum amount of product (1.0 means a 100% yield; for example, 0.34 means a 34% yield). (1) The reactants are [CH3:1][S:2](Cl)(=[O:4])=[O:3].[C:6]1([C:12]2[C:16]3[CH:17]=[CH:18][CH:19]=[CH:20][C:15]=3[O:14][C:13]=2[CH2:21][OH:22])[CH:11]=[CH:10][CH:9]=[CH:8][CH:7]=1.CCN(C(C)C)C(C)C. The catalyst is C(Cl)Cl. The product is [CH3:1][S:2]([O:22][CH2:21][C:13]1[O:14][C:15]2[CH:20]=[CH:19][CH:18]=[CH:17][C:16]=2[C:12]=1[C:6]1[CH:7]=[CH:8][CH:9]=[CH:10][CH:11]=1)(=[O:4])=[O:3]. The yield is 0.890. (2) The reactants are C([O:3][C:4](=[O:33])[CH2:5][NH:6][C:7](=[O:32])[C:8]1[CH:13]=[CH:12][C:11]([C@@H:14]2[CH2:18][CH2:17][C@H:16]([NH:19][C@@H:20]([C:22]3[C:31]4[C:26](=[CH:27][CH:28]=[CH:29][CH:30]=4)[CH:25]=[CH:24][CH:23]=3)[CH3:21])[CH2:15]2)=[CH:10][CH:9]=1)C.[OH-].[Na+].[ClH:36]. The catalyst is C(O)C. The product is [ClH:36].[C:22]1([C@H:20]([NH:19][C@H:16]2[CH2:17][CH2:18][C@@H:14]([C:11]3[CH:10]=[CH:9][C:8]([C:7]([NH:6][CH2:5][C:4]([OH:33])=[O:3])=[O:32])=[CH:13][CH:12]=3)[CH2:15]2)[CH3:21])[C:31]2[C:26](=[CH:27][CH:28]=[CH:29][CH:30]=2)[CH:25]=[CH:24][CH:23]=1. The yield is 0.370. (3) The reactants are C([O:3][C:4](=[O:19])[C:5]([CH3:18])([S:7]([CH2:10][CH2:11][CH:12]1[CH2:17][CH2:16][O:15][CH2:14][CH2:13]1)(=[O:9])=[O:8])[CH3:6])C.C[Si](C)(C)[O-].[K+]. The catalyst is C1COCC1. The product is [CH3:18][C:5]([S:7]([CH2:10][CH2:11][CH:12]1[CH2:13][CH2:14][O:15][CH2:16][CH2:17]1)(=[O:9])=[O:8])([CH3:6])[C:4]([OH:19])=[O:3]. The yield is 0.840.